Dataset: NCI-60 drug combinations with 297,098 pairs across 59 cell lines. Task: Regression. Given two drug SMILES strings and cell line genomic features, predict the synergy score measuring deviation from expected non-interaction effect. (1) Drug 1: C1CN1C2=NC(=NC(=N2)N3CC3)N4CC4. Drug 2: C1=CC(=CC=C1CC(C(=O)O)N)N(CCCl)CCCl.Cl. Cell line: RXF 393. Synergy scores: CSS=18.0, Synergy_ZIP=-6.00, Synergy_Bliss=-2.93, Synergy_Loewe=-1.02, Synergy_HSA=0.0454. (2) Drug 1: C1C(C(OC1N2C=C(C(=O)NC2=O)F)CO)O. Drug 2: COCCOC1=C(C=C2C(=C1)C(=NC=N2)NC3=CC=CC(=C3)C#C)OCCOC.Cl. Cell line: OVCAR-5. Synergy scores: CSS=11.6, Synergy_ZIP=-4.71, Synergy_Bliss=2.15, Synergy_Loewe=-5.61, Synergy_HSA=1.46. (3) Drug 1: C(CN)CNCCSP(=O)(O)O. Drug 2: COCCOC1=C(C=C2C(=C1)C(=NC=N2)NC3=CC=CC(=C3)C#C)OCCOC.Cl. Cell line: NCI-H322M. Synergy scores: CSS=35.1, Synergy_ZIP=5.96, Synergy_Bliss=5.47, Synergy_Loewe=-26.7, Synergy_HSA=4.08. (4) Drug 1: CC1=C(C=C(C=C1)NC2=NC=CC(=N2)N(C)C3=CC4=NN(C(=C4C=C3)C)C)S(=O)(=O)N.Cl. Drug 2: CC(C)CN1C=NC2=C1C3=CC=CC=C3N=C2N. Cell line: SF-268. Synergy scores: CSS=-3.22, Synergy_ZIP=2.21, Synergy_Bliss=-0.226, Synergy_Loewe=-4.10, Synergy_HSA=-4.07. (5) Drug 1: C1CN1C2=NC(=NC(=N2)N3CC3)N4CC4. Drug 2: C1C(C(OC1N2C=NC(=NC2=O)N)CO)O. Cell line: SK-MEL-5. Synergy scores: CSS=15.3, Synergy_ZIP=3.89, Synergy_Bliss=7.41, Synergy_Loewe=1.27, Synergy_HSA=4.39. (6) Cell line: NCI-H322M. Synergy scores: CSS=-0.564, Synergy_ZIP=2.23, Synergy_Bliss=2.41, Synergy_Loewe=0.862, Synergy_HSA=-2.55. Drug 2: CN1C(=O)N2C=NC(=C2N=N1)C(=O)N. Drug 1: CC1=C(C(CCC1)(C)C)C=CC(=CC=CC(=CC(=O)O)C)C. (7) Drug 1: CC(C)NC(=O)C1=CC=C(C=C1)CNNC.Cl. Drug 2: C(CN)CNCCSP(=O)(O)O. Cell line: A549. Synergy scores: CSS=4.29, Synergy_ZIP=-0.0454, Synergy_Bliss=4.39, Synergy_Loewe=2.63, Synergy_HSA=3.29.